From a dataset of Catalyst prediction with 721,799 reactions and 888 catalyst types from USPTO. Predict which catalyst facilitates the given reaction. (1) Reactant: [C:1]([NH:4][CH:5]1[CH:9]([OH:10])[CH2:8][N:7]([C:11]([O-:13])=[O:12])[CH2:6]1)(=[O:3])[CH3:2].CC(OI1(OC(C)=O)(OC(C)=O)O[C:25](=O)[C:24]2[CH:23]=CC=C[C:19]1=2)=O. Product: [C:1]([NH:4][CH:5]1[C:9](=[O:10])[CH2:8][N:7]([C:11]([O:13][C:24]([CH3:25])([CH3:23])[CH3:19])=[O:12])[CH2:6]1)(=[O:3])[CH3:2]. The catalyst class is: 2. (2) Reactant: [CH2:1]([O:8][C:9]([C:11]1[S:19][C:18]2[C:17](=[O:20])[N:16]([CH2:21][C:22]3[CH:27]=[CH:26][CH:25]=[CH:24][CH:23]=3)[C:15](=[O:28])[NH:14][C:13]=2[CH:12]=1)=[O:10])[C:2]1[CH:7]=[CH:6][CH:5]=[CH:4][CH:3]=1.IC.[C:31](=O)([O-])[O-].[K+].[K+].C(OCC)C. Product: [CH2:1]([O:8][C:9]([C:11]1[S:19][C:18]2[C:17](=[O:20])[N:16]([CH2:21][C:22]3[CH:27]=[CH:26][CH:25]=[CH:24][CH:23]=3)[C:15](=[O:28])[N:14]([CH3:31])[C:13]=2[CH:12]=1)=[O:10])[C:2]1[CH:7]=[CH:6][CH:5]=[CH:4][CH:3]=1. The catalyst class is: 3. (3) Reactant: [C:1]([C:5]1[CH:9]=[C:8]([NH:10][C:11]([NH:13][CH2:14][C:15]2[CH:20]=[C:19]([F:21])[CH:18]=[CH:17][C:16]=2[O:22][C:23]2[CH:24]=[C:25]3[C:29](=[CH:30][CH:31]=2)[N:28]([CH2:32][CH2:33][OH:34])[N:27]=[CH:26]3)=[O:12])[N:7]([C:35]2[CH:40]=[CH:39][C:38]([CH:41]=[O:42])=[CH:37][CH:36]=2)[N:6]=1)([CH3:4])([CH3:3])[CH3:2].[BH4-].[Na+]. Product: [C:1]([C:5]1[CH:9]=[C:8]([NH:10][C:11]([NH:13][CH2:14][C:15]2[CH:20]=[C:19]([F:21])[CH:18]=[CH:17][C:16]=2[O:22][C:23]2[CH:24]=[C:25]3[C:29](=[CH:30][CH:31]=2)[N:28]([CH2:32][CH2:33][OH:34])[N:27]=[CH:26]3)=[O:12])[N:7]([C:35]2[CH:36]=[CH:37][C:38]([CH2:41][OH:42])=[CH:39][CH:40]=2)[N:6]=1)([CH3:4])([CH3:2])[CH3:3]. The catalyst class is: 5. (4) Reactant: [CH3:1][C:2]1[CH:7]=[C:6]([C:8](=[O:23])[NH:9][CH2:10][CH2:11][O:12][CH2:13][CH2:14][O:15][CH2:16][CH2:17][O:18][CH2:19][CH2:20][O:21][CH3:22])[CH:5]=[CH:4][C:3]=1[C:24]1[CH:29]=[CH:28][C:27]([CH2:30][C@H:31]([NH:46][C:47]([C@H:49]2[CH2:54][CH2:53][C@H:52]([CH2:55][NH:56]C(=O)OC(C)(C)C)[CH2:51][CH2:50]2)=[O:48])[C:32](=[O:45])[NH:33][C:34]2[CH:39]=[CH:38][C:37]([C:40]3[N:41]=[N:42][NH:43][N:44]=3)=[CH:36][CH:35]=2)=[CH:26][CH:25]=1.[ClH:64]. Product: [ClH:64].[NH2:56][CH2:55][C@H:52]1[CH2:53][CH2:54][C@H:49]([C:47]([NH:46][C@H:31]([C:32](=[O:45])[NH:33][C:34]2[CH:39]=[CH:38][C:37]([C:40]3[N:41]=[N:42][NH:43][N:44]=3)=[CH:36][CH:35]=2)[CH2:30][C:27]2[CH:28]=[CH:29][C:24]([C:3]3[CH:4]=[CH:5][C:6]([C:8]([NH:9][CH2:10][CH2:11][O:12][CH2:13][CH2:14][O:15][CH2:16][CH2:17][O:18][CH2:19][CH2:20][O:21][CH3:22])=[O:23])=[CH:7][C:2]=3[CH3:1])=[CH:25][CH:26]=2)=[O:48])[CH2:50][CH2:51]1. The catalyst class is: 12. (5) Reactant: C[O:2][C:3]([C:5]1[S:6][C:7]([C:37]2[CH:42]=[CH:41][CH:40]=[CH:39][CH:38]=2)=[CH:8][C:9]=1[N:10]([C:27](=[O:36])[C:28]1[CH:33]=[CH:32][C:31]([Cl:34])=[CH:30][C:29]=1[Cl:35])[CH2:11][C:12]1[O:13][C:14]([C:17]2[CH:22]=[CH:21][CH:20]=[C:19]([C:23]([F:26])([F:25])[F:24])[CH:18]=2)=[CH:15][CH:16]=1)=[O:4].[OH-].[Li+].Cl. Product: [Cl:35][C:29]1[CH:30]=[C:31]([Cl:34])[CH:32]=[CH:33][C:28]=1[C:27]([N:10]([CH2:11][C:12]1[O:13][C:14]([C:17]2[CH:22]=[CH:21][CH:20]=[C:19]([C:23]([F:24])([F:25])[F:26])[CH:18]=2)=[CH:15][CH:16]=1)[C:9]1[CH:8]=[C:7]([C:37]2[CH:38]=[CH:39][CH:40]=[CH:41][CH:42]=2)[S:6][C:5]=1[C:3]([OH:4])=[O:2])=[O:36]. The catalyst class is: 20. (6) Reactant: [CH3:1][O:2][C:3]1[CH:20]=[CH:19][C:18]2[C@@H:17]3[C@H:8]([C@H:9]4[C@@:13]([CH2:15][CH2:16]3)([CH3:14])[CH2:12][C@@H:11](OS(C3C=CC(C)=CC=3)(=O)=O)[CH2:10]4)[CH2:7][CH2:6][C:5]=2[CH:4]=1.[N-:32]=[N+:33]=[N-:34].[Li+]. The catalyst class is: 16. Product: [N:32]([C@@H:11]1[CH2:10][C@H:9]2[C@H:8]3[C@H:17]([CH2:16][CH2:15][C@:13]2([CH3:14])[CH2:12]1)[C:18]1[CH:19]=[CH:20][C:3]([O:2][CH3:1])=[CH:4][C:5]=1[CH2:6][CH2:7]3)=[N+:33]=[N-:34].